Dataset: Reaction yield outcomes from USPTO patents with 853,638 reactions. Task: Predict the reaction yield, written as a fraction of the theoretical maximum amount of product (1.0 means a 100% yield; for example, 0.34 means a 34% yield). (1) The product is [Br:1][C:2]1[CH:3]=[N:4][C:5]2[CH:6]=[CH:7][CH:8]=[N+:9]([O-:20])[C:10]=2[CH:11]=1. The reactants are [Br:1][C:2]1[CH:3]=[N:4][C:5]2[C:10]([CH:11]=1)=[N:9][CH:8]=[CH:7][CH:6]=2.ClC1C=CC=C(C(OO)=[O:20])C=1. The yield is 0.740. The catalyst is ClCCl. (2) The reactants are [Cl:1][C:2]1[CH:3]=[C:4]([C:8]2[S:29][C:11]3[N:12]([CH3:28])[C:13](=[O:27])[N:14]([CH2:17][CH2:18][CH2:19]OC4CCCCO4)[C:15](=[O:16])[C:10]=3[C:9]=2[CH:30]([C:32]2[CH:37]=[CH:36][C:35]([Cl:38])=[CH:34][CH:33]=2)O)[CH:5]=[CH:6][CH:7]=1.C([SiH](CC)CC)C.[C:46]([OH:52])([C:48]([F:51])([F:50])[F:49])=[O:47]. The catalyst is C(Cl)Cl.O. The product is [F:49][C:48]([F:51])([F:50])[C:46]([O:52][CH2:19][CH2:18][CH2:17][N:14]1[C:15](=[O:16])[C:10]2[C:9]([CH2:30][C:32]3[CH:33]=[CH:34][C:35]([Cl:38])=[CH:36][CH:37]=3)=[C:8]([C:4]3[CH:5]=[CH:6][CH:7]=[C:2]([Cl:1])[CH:3]=3)[S:29][C:11]=2[N:12]([CH3:28])[C:13]1=[O:27])=[O:47]. The yield is 0.805. (3) The reactants are [F:1][C:2]1[CH:3]=[C:4]2[C:9](=[CH:10][CH:11]=1)[N:8]=[C:7]([NH2:12])[N:6]=[C:5]2[N:13]([CH3:15])[CH3:14].C[O:17][CH:18]1[CH:22]([CH:23]=O)[CH2:21][CH:20](OC)O1. The catalyst is CC(O)=O. The product is [CH3:14][N:13]([CH3:15])[C:5]1[C:4]2[C:9](=[CH:10][CH:11]=[C:2]([F:1])[CH:3]=2)[N:8]=[C:7]([N:12]2[CH:20]=[CH:21][C:22]([CH:18]=[O:17])=[CH:23]2)[N:6]=1. The yield is 0.500. (4) The reactants are [O:1]1[C:5]2[CH:6]=[CH:7][C:8]([C:10]3([C:13]([NH:15][C:16]4[CH:17]=[CH:18][C:19]([CH2:33][OH:34])=[C:20]([C:22]5[CH:27]=[CH:26][C:25]([C:28]([N:30]([CH3:32])[CH3:31])=[O:29])=[CH:24][CH:23]=5)[CH:21]=4)=[O:14])[CH2:12][CH2:11]3)=[CH:9][C:4]=2[O:3][CH2:2]1.[C:35]1(C)[CH:40]=CC(S(O)(=O)=O)=C[CH:36]=1. The catalyst is C(O)(C)C. The product is [O:1]1[C:5]2[CH:6]=[CH:7][C:8]([C:10]3([C:13]([NH:15][C:16]4[CH:17]=[CH:18][C:19]([CH2:33][O:34][CH:35]([CH3:40])[CH3:36])=[C:20]([C:22]5[CH:27]=[CH:26][C:25]([C:28]([N:30]([CH3:31])[CH3:32])=[O:29])=[CH:24][CH:23]=5)[CH:21]=4)=[O:14])[CH2:11][CH2:12]3)=[CH:9][C:4]=2[O:3][CH2:2]1. The yield is 0.440. (5) The reactants are [CH3:1][N:2]([C:11]1[CH:12]=[CH:13][CH:14]=[C:15]2[C:19]=1[NH:18][C:17]([C:20]1[S:21][C:22]3([CH2:29][CH2:28][NH:27][CH2:26][CH2:25]3)[CH2:23][N:24]=1)=[CH:16]2)[S:3]([C:6]1[S:7][CH:8]=[CH:9][CH:10]=1)(=[O:5])=[O:4].[CH3:30][N:31]1[CH:35]=[CH:34][N:33]=[C:32]1[CH:36]=O.C(O[BH-](OC(=O)C)OC(=O)C)(=O)C.[Na+].O. The catalyst is O1CCCC1. The product is [CH3:1][N:2]([C:11]1[CH:12]=[CH:13][CH:14]=[C:15]2[C:19]=1[NH:18][C:17]([C:20]1[S:21][C:22]3([CH2:29][CH2:28][N:27]([CH2:36][C:32]4[N:31]([CH3:30])[CH:35]=[CH:34][N:33]=4)[CH2:26][CH2:25]3)[CH2:23][N:24]=1)=[CH:16]2)[S:3]([C:6]1[S:7][CH:8]=[CH:9][CH:10]=1)(=[O:4])=[O:5]. The yield is 0.120. (6) The reactants are [Cl:1][C:2]1[CH:10]=[CH:9][C:5]([C:6]([OH:8])=O)=[CH:4][C:3]=1[N:11]1[C:16]([CH3:17])=[CH:15][C:14]([C:18]([F:21])([F:20])[F:19])=[N:13][C:12]1=[O:22].C(Cl)(=O)C(Cl)=O.CN(C=O)C.[CH3:34][NH:35][C:36]1[CH:41]=[CH:40][CH:39]=[C:38]([F:42])[C:37]=1[Cl:43]. The catalyst is ClCCCl.CN(C)C1C=CN=CC=1. The product is [Cl:1][C:2]1[CH:10]=[CH:9][C:5]([C:6]([N:35]([C:36]2[CH:41]=[CH:40][CH:39]=[C:38]([F:42])[C:37]=2[Cl:43])[CH3:34])=[O:8])=[CH:4][C:3]=1[N:11]1[C:16]([CH3:17])=[CH:15][C:14]([C:18]([F:21])([F:20])[F:19])=[N:13][C:12]1=[O:22]. The yield is 0.250. (7) The reactants are [CH3:1][O:2][C:3]1[CH:4]=[C:5]([N:9]2[CH:13]=[C:12]([CH3:14])[C:11]([C:15](OCC)=[O:16])=[N:10]2)[CH:6]=[CH:7][CH:8]=1.[H-].[Al+3].[Li+].[H-].[H-].[H-]. The product is [CH3:1][O:2][C:3]1[CH:4]=[C:5]([N:9]2[CH:13]=[C:12]([CH3:14])[C:11]([CH:15]=[O:16])=[N:10]2)[CH:6]=[CH:7][CH:8]=1. The catalyst is O1CCCC1.C1(C)C=CC=CC=1.[O-2].[O-2].[Mn+4]. The yield is 0.540. (8) The reactants are C1CCN(CCCN2CC3C4C=CC(F)=CC=4C(NC=3CC2)=O)CC1.[CH2:26]([N:33]1[C:41]2[CH:40]=[CH:39][CH:38]=[C:37]([C:42]([O:44]C)=[O:43])[C:36]=2[C:35]([CH2:46][CH2:47][NH:48][C@H:49]2[CH:54]3[CH2:55][CH2:56][N:51]([CH2:52][CH2:53]3)[CH2:50]2)=[N:34]1)[C:27]1[CH:32]=[CH:31][CH:30]=[CH:29][CH:28]=1.O.[OH-].[Li+:59]. No catalyst specified. The product is [CH2:26]([N:33]1[C:41]2[CH:40]=[CH:39][CH:38]=[C:37]([C:42]([O-:44])=[O:43])[C:36]=2[C:35]([CH2:46][CH2:47][NH:48][C@H:49]2[CH:54]3[CH2:55][CH2:56][N:51]([CH2:52][CH2:53]3)[CH2:50]2)=[N:34]1)[C:27]1[CH:28]=[CH:29][CH:30]=[CH:31][CH:32]=1.[Li+:59]. The yield is 1.00.